Dataset: Reaction yield outcomes from USPTO patents with 853,638 reactions. Task: Predict the reaction yield, written as a fraction of the theoretical maximum amount of product (1.0 means a 100% yield; for example, 0.34 means a 34% yield). (1) The reactants are [Cl:1][C:2]1[CH:18]=[CH:17][C:16]([Cl:19])=[CH:15][C:3]=1[O:4][CH2:5][C:6]1[CH:11]=[CH:10][N:9]=[C:8]([C:12]([OH:14])=O)[CH:7]=1.[NH2:20][C:21]1[CH:22]=[N:23][N:24]([CH2:26][CH:27]([OH:30])[CH2:28][CH3:29])[CH:25]=1. No catalyst specified. The product is [Cl:1][C:2]1[CH:18]=[CH:17][C:16]([Cl:19])=[CH:15][C:3]=1[O:4][CH2:5][C:6]1[CH:11]=[CH:10][N:9]=[C:8]([C:12]([NH:20][C:21]2[CH:22]=[N:23][N:24]([CH2:26][CH:27]([OH:30])[CH2:28][CH3:29])[CH:25]=2)=[O:14])[CH:7]=1. The yield is 0.510. (2) The reactants are [NH2:1][C:2]1[C:11]2[C:6](=[CH:7][CH:8]=[CH:9][CH:10]=2)[CH:5]=[CH:4][C:3]=1[C:12]([OH:21])([C:17]([F:20])([F:19])[F:18])[C:13]([F:16])([F:15])[F:14].[I:22][C:23]1[CH:31]=[CH:30][C:26]([C:27](Cl)=[O:28])=[CH:25][CH:24]=1. No catalyst specified. The product is [I:22][C:23]1[CH:31]=[CH:30][C:26]([C:27]([NH:1][C:2]2[C:11]3[C:6](=[CH:7][CH:8]=[CH:9][CH:10]=3)[CH:5]=[CH:4][C:3]=2[C:12]([OH:21])([C:13]([F:14])([F:15])[F:16])[C:17]([F:18])([F:19])[F:20])=[O:28])=[CH:25][CH:24]=1. The yield is 0.130. (3) The reactants are [N:1]1[N:5]2[CH:6]=[CH:7][C:8]([NH2:10])=[N:9][C:4]2=[CH:3][CH:2]=1.C1C(=O)N([Cl:18])C(=O)C1. The catalyst is C1COCC1. The product is [Cl:18][C:3]1[CH:2]=[N:1][N:5]2[CH:6]=[CH:7][C:8]([NH2:10])=[N:9][C:4]=12. The yield is 0.540. (4) The reactants are [Br:1][C:2]1[CH:3]=[C:4]([C:8]([NH:10][C@@H:11]([CH2:24][C:25]2[CH:30]=[CH:29][CH:28]=[CH:27][C:26]=2[C:31]([F:34])([F:33])[F:32])[CH2:12][N:13]2C(=O)C3C(=CC=CC=3)C2=O)=[O:9])[S:5][C:6]=1[Cl:7].NN.[CH3:49][C:48]([O:47][C:45](O[C:45]([O:47][C:48]([CH3:51])([CH3:50])[CH3:49])=[O:46])=[O:46])([CH3:51])[CH3:50]. The catalyst is C1COCC1.CO.C1COCC1. The product is [Br:1][C:2]1[CH:3]=[C:4]([C:8]([NH:10][C@@H:11]([CH2:24][C:25]2[CH:30]=[CH:29][CH:28]=[CH:27][C:26]=2[C:31]([F:34])([F:33])[F:32])[CH2:12][NH:13][C:45](=[O:46])[O:47][C:48]([CH3:49])([CH3:50])[CH3:51])=[O:9])[S:5][C:6]=1[Cl:7]. The yield is 0.270. (5) The reactants are [CH2:1]([N:8]1[C:18]2[C:13](=[CH:14][CH:15]=[CH:16][CH:17]=2)[C:11](=O)[C:9]1=[O:10])[C:2]1[CH:7]=[CH:6][CH:5]=[CH:4][CH:3]=1. The catalyst is O.NN. The product is [CH2:1]([N:8]1[C:18]2[C:13](=[CH:14][CH:15]=[CH:16][CH:17]=2)[CH2:11][C:9]1=[O:10])[C:2]1[CH:3]=[CH:4][CH:5]=[CH:6][CH:7]=1. The yield is 0.750. (6) The reactants are [Cl:1][C:2]1[C:7]([C:8]2[CH:9]=[CH:10][C:11]3[C:12]4[N:26](C5CCCCO5)[N:25]=[CH:24][C:13]=4[C:14](=[O:23])[N:15]([CH2:18][C:19]([F:22])([F:21])[F:20])[C:16]=3[CH:17]=2)=[CH:6][CH:5]=[CH:4][N:3]=1.ClC1C(C2C=CC3C4NN(C5CCCCO5)CC=4C(=O)N(CC(F)(F)F)C=3C=2)=CC=CN=1.Cl.O1CCOCC1. The catalyst is C(Cl)Cl. The product is [Cl:1][C:2]1[C:7]([C:8]2[CH:9]=[CH:10][C:11]3[C:12]4[NH:26][N:25]=[CH:24][C:13]=4[C:14](=[O:23])[N:15]([CH2:18][C:19]([F:22])([F:21])[F:20])[C:16]=3[CH:17]=2)=[CH:6][CH:5]=[CH:4][N:3]=1. The yield is 0.150. (7) The reactants are [F:1][C:2]1[CH:9]=[C:8]([N:10]2[C:18]3[CH2:17][C:16]([CH3:20])([CH3:19])[CH2:15][C:14](=[O:21])[C:13]=3[C:12]([CH3:22])=[C:11]2[CH3:23])[CH:7]=[C:6]([NH:24][CH:25]2[CH2:30][CH2:29][O:28][CH2:27][CH2:26]2)[C:3]=1[C:4]#[N:5].CS(C)=[O:33].[OH-].[Na+].OO. The catalyst is CCO. The product is [F:1][C:2]1[CH:9]=[C:8]([N:10]2[C:18]3[CH2:17][C:16]([CH3:19])([CH3:20])[CH2:15][C:14](=[O:21])[C:13]=3[C:12]([CH3:22])=[C:11]2[CH3:23])[CH:7]=[C:6]([NH:24][CH:25]2[CH2:30][CH2:29][O:28][CH2:27][CH2:26]2)[C:3]=1[C:4]([NH2:5])=[O:33]. The yield is 0.936. (8) The reactants are [I:1][C:2]1[CH:3]=[C:4]([CH:7]=[CH:8][CH:9]=1)[CH2:5]Br.[P:10]([O:17]CC)([O:14][CH2:15][CH3:16])[O:11][CH2:12][CH3:13]. The catalyst is CCOC(C)=O. The product is [I:1][C:2]1[CH:3]=[C:4]([CH:7]=[CH:8][CH:9]=1)[CH2:5][P:10](=[O:17])([O:14][CH2:15][CH3:16])[O:11][CH2:12][CH3:13]. The yield is 0.910. (9) The catalyst is C1COCC1. The product is [O:10]=[C:9]1[N:11]2[CH2:16][CH2:15][N:14]([C:17]([O:19][CH2:20][C:21]3[CH:22]=[CH:23][CH:24]=[CH:25][CH:26]=3)=[O:18])[CH2:13][CH:12]2[CH2:27][O:29]1. The yield is 0.780. The reactants are C(O[C:9]([N:11]1[CH2:16][CH2:15][N:14]([C:17]([O:19][CH2:20][C:21]2[CH:26]=[CH:25][CH:24]=[CH:23][CH:22]=2)=[O:18])[CH2:13][CH:12]1[C:27]([OH:29])=O)=[O:10])C1C=CC=CC=1.B.C1COCC1.C([O-])([O-])=O.[K+].[K+]. (10) The reactants are [CH3:1][C:2]1[C:3]([C:8]2[CH:9]=[C:10]([N+:16]([O-])=O)[C:11]([C:14]#[N:15])=[N:12][CH:13]=2)=[N:4][CH:5]=[CH:6][CH:7]=1.[Cl-].[Ca+2].[Cl-].C([OH:24])C. The catalyst is O.[Fe]. The product is [NH2:16][C:10]1[C:11]([C:14]([NH2:15])=[O:24])=[N:12][CH:13]=[C:8]([C:3]2[C:2]([CH3:1])=[CH:7][CH:6]=[CH:5][N:4]=2)[CH:9]=1. The yield is 0.940.